From a dataset of Retrosynthesis with 50K atom-mapped reactions and 10 reaction types from USPTO. Predict the reactants needed to synthesize the given product. (1) Given the product CC(C)(C)OC(=O)NCCCC[C@@H](CN)NC(=O)OC(C)(C)C, predict the reactants needed to synthesize it. The reactants are: CC(C)(C)OC(=O)NCCCC[C@@H](CN=[N+]=[N-])NC(=O)OC(C)(C)C. (2) Given the product COC(=O)c1cccc(-c2nc3cccnc3[nH]2)c1, predict the reactants needed to synthesize it. The reactants are: COC(=O)c1cccc(C(=O)O)c1.Nc1cccnc1N. (3) Given the product Cc1ccc(OCCN2CCC(CN)CC2)cc1, predict the reactants needed to synthesize it. The reactants are: Cc1ccc(OCCBr)cc1.NCC1CCNCC1. (4) Given the product CCCCCCCCCCCCCCOc1ccc(OCc2ccccc2)c(C(=O)OC)c1, predict the reactants needed to synthesize it. The reactants are: BrCc1ccccc1.CCCCCCCCCCCCCCOc1ccc(O)c(C(=O)OC)c1. (5) Given the product C[C@@H](C(=O)N[C@@H]1C(=O)N(Cc2nn(-c3ccccc3C#N)c3ccccc23)c2ccccc2N(C(=O)C2CCOCC2)[C@H]1C)N(C)C(=O)OC(C)(C)C, predict the reactants needed to synthesize it. The reactants are: C[C@@H](C(=O)N[C@@H]1C(=O)Nc2ccccc2N(C(=O)C2CCOCC2)[C@H]1C)N(C)C(=O)OC(C)(C)C.N#Cc1ccccc1-n1nc(CBr)c2ccccc21.